From a dataset of Reaction yield outcomes from USPTO patents with 853,638 reactions. Predict the reaction yield, written as a fraction of the theoretical maximum amount of product (1.0 means a 100% yield; for example, 0.34 means a 34% yield). (1) The reactants are [N:1]1[C:14]2[N:8]3[C:9](=[O:13])[NH:10][CH:11]=[CH:12][C:7]3=[CH:6][C:5]=2[CH:4]=[CH:3][CH:2]=1.[H-].[Na+].[C:17]1([CH3:27])[CH:22]=[CH:21][C:20]([S:23](Cl)(=[O:25])=[O:24])=[CH:19][CH:18]=1. The catalyst is CN(C=O)C. The product is [CH3:27][C:17]1[CH:22]=[CH:21][C:20]([S:23]([N:10]2[CH:11]=[CH:12][C:7]3=[CH:6][C:5]4[CH:4]=[CH:3][CH:2]=[N:1][C:14]=4[N:8]3[C:9]2=[O:13])(=[O:25])=[O:24])=[CH:19][CH:18]=1. The yield is 0.400. (2) The reactants are [CH3:1][O:2][C:3]1[CH:8]=[C:7]([NH2:9])[CH:6]=[CH:5][N:4]=1.C[Si]([N-][Si](C)(C)C)(C)C.[Li+].[Cl:20][C:21]1[CH:49]=[CH:48][C:24]([CH2:25][N:26]2[C:34]3[C:29](=[CH:30][C:31]([C:35](=[O:39])[N:36]([CH3:38])[CH3:37])=[CH:32][CH:33]=3)[C:28]([C:40](=[O:46])[C:41](OCC)=[O:42])=[C:27]2[CH3:47])=[CH:23][CH:22]=1.COC1C=C(C(N)=O)C=CN=1.[Li].C(P1(=O)OP(CCC)(=O)OP(CCC)(=O)O1)CC. The catalyst is O1CCCC1. The product is [Cl:20][C:21]1[CH:22]=[CH:23][C:24]([CH2:25][N:26]2[C:34]3[C:29](=[CH:30][C:31]([C:35]([N:36]([CH3:38])[CH3:37])=[O:39])=[CH:32][CH:33]=3)[C:28]([C:40](=[O:46])[C:41]([NH:9][C:7]3[CH:6]=[CH:5][N:4]=[C:3]([O:2][CH3:1])[CH:8]=3)=[O:42])=[C:27]2[CH3:47])=[CH:48][CH:49]=1. The yield is 0.0500. (3) The reactants are [C:1](N1C=CN=C1)(N1C=CN=C1)=[O:2].[F:13][C:14]([F:20])([F:19])[C:15]1([NH2:18])[CH2:17][CH2:16]1.[CH3:21][C:22]1[C:27]([CH3:28])=[C:26]([C:29]2[N:30]([CH3:34])[N:31]=[CH:32][CH:33]=2)[N:25]=[N:24][C:23]=1[N:35]1[CH2:40][CH2:39][CH:38]([NH2:41])[CH2:37][CH2:36]1.C(N(CC)CC)C. The catalyst is C(Cl)Cl. The product is [CH3:21][C:22]1[C:27]([CH3:28])=[C:26]([C:29]2[N:30]([CH3:34])[N:31]=[CH:32][CH:33]=2)[N:25]=[N:24][C:23]=1[N:35]1[CH2:36][CH2:37][CH:38]([NH:41][C:1]([NH:18][C:15]2([C:14]([F:20])([F:19])[F:13])[CH2:17][CH2:16]2)=[O:2])[CH2:39][CH2:40]1. The yield is 0.281. (4) The product is [CH3:18][N:19]([CH3:21])[NH:6][C:4](=[O:5])[C:3]1[C:9]([Si:14]([CH3:17])([CH3:16])[CH3:15])=[CH:10][CH:11]=[C:12]([Cl:13])[C:2]=1[Cl:1]. The yield is 0.810. The reactants are [Cl:1][C:2]1[C:12]([Cl:13])=[CH:11][CH:10]=[C:9]([Si:14]([CH3:17])([CH3:16])[CH3:15])[C:3]=1[C:4]([NH:6]CC)=[O:5].[CH3:18][N:19]([CH3:21])N. No catalyst specified. (5) The reactants are [O:1]1[CH:5]=[CH:4][CH:3]=[C:2]1[C:6]1[O:7][C:8]([CH3:31])=[C:9]([CH2:11][O:12][C:13]2[CH:28]=[CH:27][C:16]([CH2:17][O:18][C:19]3[C:23]([CH2:24][OH:25])=[CH:22][N:21]([CH3:26])[N:20]=3)=[CH:15][C:14]=2[O:29][CH3:30])[N:10]=1. The catalyst is [O-2].[O-2].[Mn+4].O1CCCC1. The product is [O:1]1[CH:5]=[CH:4][CH:3]=[C:2]1[C:6]1[O:7][C:8]([CH3:31])=[C:9]([CH2:11][O:12][C:13]2[CH:28]=[CH:27][C:16]([CH2:17][O:18][C:19]3[C:23]([CH:24]=[O:25])=[CH:22][N:21]([CH3:26])[N:20]=3)=[CH:15][C:14]=2[O:29][CH3:30])[N:10]=1. The yield is 0.970. (6) The reactants are [CH:1]([C:4]1[CH:11]=[CH:10][C:7]([CH:8]=O)=[CH:6][CH:5]=1)([CH3:3])[CH3:2].[C:12]1([S:18]([C:21]2[S:25][C:24]([NH2:26])=[N:23][CH:22]=2)(=[O:20])=[O:19])[CH:17]=[CH:16][CH:15]=[CH:14][CH:13]=1.C([O:29][C:30](=O)[C:31]([OH:42])=[CH:32][C:33](=[O:41])[C:34]1[CH:39]=[CH:38][C:37]([CH3:40])=[CH:36][CH:35]=1)C. No catalyst specified. The product is [C:12]1([S:18]([C:21]2[S:25][C:24]([N:26]3[CH:8]([C:7]4[CH:10]=[CH:11][C:4]([CH:1]([CH3:3])[CH3:2])=[CH:5][CH:6]=4)[C:32]([C:33](=[O:41])[C:34]4[CH:39]=[CH:38][C:37]([CH3:40])=[CH:36][CH:35]=4)=[C:31]([OH:42])[C:30]3=[O:29])=[N:23][CH:22]=2)(=[O:20])=[O:19])[CH:13]=[CH:14][CH:15]=[CH:16][CH:17]=1. The yield is 0.160. (7) The reactants are C(O[C:4]([C:6]1[CH:15]=[C:14](Cl)[C:13]2[C:8](=[CH:9][CH:10]=[CH:11][CH:12]=2)[N:7]=1)=[O:5])C.[CH2:17]([N:19]([CH2:23][CH3:24])[CH2:20][CH2:21][NH2:22])[CH3:18]. No catalyst specified. The product is [CH2:17]([N:19]([CH2:23][CH3:24])[CH2:20][CH2:21][NH:22][C:4]([C:6]1[CH:15]=[C:14]([NH:22][CH2:21][CH2:20][N:19]([CH2:23][CH3:24])[CH2:17][CH3:18])[C:13]2[C:8](=[CH:9][CH:10]=[CH:11][CH:12]=2)[N:7]=1)=[O:5])[CH3:18]. The yield is 1.00. (8) The reactants are C([O:8][C:9]1[C:10]([C:25]2[CH:26]=[CH:27][C:28]3[O:33][CH2:32][CH2:31][CH2:30][C:29]=3[CH:34]=2)=[C:11]([CH:16]([CH2:21][C:22]([CH3:24])=[CH2:23])[C:17]([O:19][CH3:20])=[O:18])[C:12]([CH3:15])=[CH:13][CH:14]=1)C1C=CC=CC=1. The catalyst is [Pd].C(OCC)(=O)C. The product is [O:33]1[C:28]2[CH:27]=[CH:26][C:25]([C:10]3[C:9]([OH:8])=[CH:14][CH:13]=[C:12]([CH3:15])[C:11]=3[CH:16]([CH2:21][CH:22]([CH3:24])[CH3:23])[C:17]([O:19][CH3:20])=[O:18])=[CH:34][C:29]=2[CH2:30][CH2:31][CH2:32]1. The yield is 1.00. (9) The reactants are [NH2:1][C:2]1[C:7](=[O:8])[C:6]([O:9][CH3:10])=[CH:5][N:4]([C:11]2[CH:16]=[CH:15][CH:14]=[C:13]([C:17]([F:20])([F:19])[F:18])[CH:12]=2)[N:3]=1.[CH:21]([CH:23]=O)=O.[CH:25](=O)[C:26]1[CH:31]=[CH:30][CH:29]=[CH:28][CH:27]=1.[NH4+:33].[Cl-].OP(O)(O)=O. The catalyst is CO.O.C([O-])(O)=O.[Na+]. The product is [CH3:10][O:9][C:6]1[C:7](=[O:8])[C:2]([N:1]2[CH:23]=[CH:21][N:33]=[C:25]2[C:26]2[CH:31]=[CH:30][CH:29]=[CH:28][CH:27]=2)=[N:3][N:4]([C:11]2[CH:16]=[CH:15][CH:14]=[C:13]([C:17]([F:18])([F:20])[F:19])[CH:12]=2)[CH:5]=1. The yield is 0.290.